From a dataset of Reaction yield outcomes from USPTO patents with 853,638 reactions. Predict the reaction yield, written as a fraction of the theoretical maximum amount of product (1.0 means a 100% yield; for example, 0.34 means a 34% yield). (1) The reactants are [CH3:1][O:2][C:3]1[CH:4]=[C:5]([CH2:9][CH2:10][NH:11][C:12]2[CH:17]=[CH:16][CH:15]=[CH:14][CH:13]=2)[CH:6]=[CH:7][CH:8]=1.[Br:18][C:19]1[CH:24]=[CH:23][C:22]([CH2:25][C:26](Cl)=[O:27])=[CH:21][CH:20]=1.BrC(C1C=CC=CC=1)C(Cl)=O.C(Cl)(=O)C(Cl)=O. The catalyst is C(OCC)(=O)C.C(Cl)Cl.O. The product is [Br:18][C:19]1[CH:24]=[CH:23][C:22]([CH2:25][C:26]([N:11]([CH2:10][CH2:9][C:5]2[CH:6]=[CH:7][CH:8]=[C:3]([O:2][CH3:1])[CH:4]=2)[C:12]2[CH:17]=[CH:16][CH:15]=[CH:14][CH:13]=2)=[O:27])=[CH:21][CH:20]=1. The yield is 0.980. (2) The reactants are [CH3:1][C:2]1[C:6]2[CH:7]=[CH:8][C:9]([OH:11])=[CH:10][C:5]=2[O:4][N:3]=1.F[C:13]1[CH:20]=[CH:19][C:18]([F:21])=[CH:17][C:14]=1[C:15]#[N:16].C(=O)([O-])[O-].[K+].[K+]. The catalyst is CC(N(C)C)=O.CCOC(C)=O. The product is [F:21][C:18]1[CH:19]=[CH:20][C:13]([O:11][C:9]2[CH:8]=[CH:7][C:6]3[C:2]([CH3:1])=[N:3][O:4][C:5]=3[CH:10]=2)=[C:14]([CH:17]=1)[C:15]#[N:16]. The yield is 0.580. (3) The reactants are [Br:1][C:2]1[CH:3]=[C:4]([CH2:8][C:9]([OH:11])=[O:10])[CH:5]=[CH:6][CH:7]=1.[C:12](Cl)(=O)C(Cl)=O.CN(C)C=O.S([O-])([O-])(=O)=O.[Na+].[Na+]. The catalyst is ClCCl. The product is [Br:1][C:2]1[CH:3]=[C:4]([CH2:8][C:9]([O:11][CH3:12])=[O:10])[CH:5]=[CH:6][CH:7]=1. The yield is 0.760. (4) The reactants are C(OC([N:11]1[CH2:16][CH2:15][N:14]([C:17]2([CH3:20])[CH2:19][CH2:18]2)[CH2:13][CH2:12]1)=O)C1C=CC=CC=1. The catalyst is C(O)C.[OH-].[OH-].[Pd+2]. The product is [CH3:20][C:17]1([N:14]2[CH2:15][CH2:16][NH:11][CH2:12][CH2:13]2)[CH2:19][CH2:18]1. The yield is 0.740. (5) The product is [Cl:11][C:12]1[CH:13]=[CH:14][C:15]([S:18]([C:21]2[C:22]([CH2:27][CH2:28][C:29]([OH:31])=[O:30])=[C:23]([CH:9]=[O:10])[NH:24][C:25]=2[CH3:26])(=[O:19])=[O:20])=[CH:16][CH:17]=1. The catalyst is C(Cl)Cl. The yield is 0.670. The reactants are P(Cl)(Cl)(Cl)=O.CN([CH:9]=[O:10])C.[Cl:11][C:12]1[CH:17]=[CH:16][C:15]([S:18]([C:21]2[C:22]([CH2:27][CH2:28][C:29]([OH:31])=[O:30])=[CH:23][NH:24][C:25]=2[CH3:26])(=[O:20])=[O:19])=[CH:14][CH:13]=1.Cl. (6) The reactants are C[N:2](C)[CH:3]=[CH:4][C:5]([C:7]1[C:12](=[O:13])[CH:11]=[CH:10][N:9]([C:14]2[CH:19]=[CH:18][C:17]([O:20][CH3:21])=[CH:16][CH:15]=2)[N:8]=1)=O.[C:23]1([NH:29]N)[CH:28]=[CH:27][CH:26]=[CH:25][CH:24]=1. The catalyst is CO. The product is [CH3:21][O:20][C:17]1[CH:18]=[CH:19][C:14]([N:9]2[CH:10]=[CH:11][C:12](=[O:13])[C:7]([C:5]3[N:29]([C:23]4[CH:28]=[CH:27][CH:26]=[CH:25][CH:24]=4)[N:2]=[CH:3][CH:4]=3)=[N:8]2)=[CH:15][CH:16]=1. The yield is 0.170. (7) The yield is 0.460. The reactants are [F:1][C:2]1[CH:14]=[CH:13][CH:12]=[CH:11][C:3]=1[NH:4][C:5]1[CH:10]=[CH:9][CH:8]=[CH:7][CH:6]=1.C(=O)([O-])[O-].[K+].[K+].C(O)(=O)C(C)(C)C. The catalyst is C(Cl)Cl.C([O-])(=O)C.C([O-])(=O)C.[Pd+2]. The product is [F:1][C:2]1[C:3]2[NH:4][C:5]3[C:10](=[CH:9][CH:8]=[CH:7][CH:6]=3)[C:11]=2[CH:12]=[CH:13][CH:14]=1.